This data is from Reaction yield outcomes from USPTO patents with 853,638 reactions. The task is: Predict the reaction yield, written as a fraction of the theoretical maximum amount of product (1.0 means a 100% yield; for example, 0.34 means a 34% yield). (1) The reactants are [NH:1]1[C:9]2[C:4](=[CH:5][CH:6]=[CH:7][C:8]=2[CH:10]=O)[CH:3]=[CH:2]1.[NH2:12][OH:13].[OH-].[Na+]. The catalyst is CCO.O. The product is [NH:1]1[C:9]2[C:4](=[CH:5][CH:6]=[CH:7][C:8]=2/[CH:10]=[N:12]\[OH:13])[CH:3]=[CH:2]1. The yield is 0.800. (2) The reactants are [CH2:1]([N:3]([C:10]1[CH:15]=[CH:14][CH:13]=[CH:12][CH:11]=1)[CH2:4][CH:5]([OH:9])[CH2:6][O:7][CH3:8])[CH3:2].C[N+]1([O-])CCOCC1. The catalyst is ClCCl.C([O-])(O)=O.[Na+].CCC[N+](CCC)(CCC)CCC.[O-][Ru](=O)(=O)=O. The product is [CH2:1]([N:3]([C:10]1[CH:11]=[CH:12][CH:13]=[CH:14][CH:15]=1)[CH2:4][C:5](=[O:9])[CH2:6][O:7][CH3:8])[CH3:2]. The yield is 0.510.